This data is from Forward reaction prediction with 1.9M reactions from USPTO patents (1976-2016). The task is: Predict the product of the given reaction. (1) Given the reactants [Cl:1][C:2]1[CH:3]=[C:4]([C:12]2[O:16][N:15]=[C:14]([C:17]3[CH:18]=[CH:19][CH:20]=[C:21]4[C:25]=3[N:24]([CH3:26])[CH:23]=[C:22]4/[CH:27]=[CH:28]/[C:29]([O:31]CC)=[O:30])[N:13]=2)[CH:5]=[CH:6][C:7]=1[O:8][CH:9]([CH3:11])[CH3:10].[OH-].[Na+].Cl, predict the reaction product. The product is: [Cl:1][C:2]1[CH:3]=[C:4]([C:12]2[O:16][N:15]=[C:14]([C:17]3[CH:18]=[CH:19][CH:20]=[C:21]4[C:25]=3[N:24]([CH3:26])[CH:23]=[C:22]4/[CH:27]=[CH:28]/[C:29]([OH:31])=[O:30])[N:13]=2)[CH:5]=[CH:6][C:7]=1[O:8][CH:9]([CH3:10])[CH3:11]. (2) Given the reactants [H-].C([Al+]CC(C)C)C(C)C.[CH:11]([N:14]1[C:18]([C:19]([F:22])([F:21])[F:20])=[C:17]([C:23](OCC)=[O:24])[CH:16]=[N:15]1)([CH3:13])[CH3:12].Cl, predict the reaction product. The product is: [CH:11]([N:14]1[C:18]([C:19]([F:21])([F:20])[F:22])=[C:17]([CH2:23][OH:24])[CH:16]=[N:15]1)([CH3:13])[CH3:12]. (3) Given the reactants [F:1][C:2]([F:27])([F:26])[C:3]1[CH:4]=[C:5]([C:13]2[N:17]=[CH:16][N:15](/[CH:18]=[C:19](\Br)/[C:20]([N:22]([CH3:24])[CH3:23])=[O:21])[N:14]=2)[CH:6]=[C:7]([C:9]([F:12])([F:11])[F:10])[CH:8]=1.C([Sn](CCCC)(CCCC)[C:33]1[CH:38]=[CH:37][N:36]=[CH:35][CH:34]=1)CCC.O, predict the reaction product. The product is: [F:1][C:2]([F:27])([F:26])[C:3]1[CH:4]=[C:5]([C:13]2[N:17]=[CH:16][N:15]([CH:18]=[C:19]([C:33]3[CH:38]=[CH:37][N:36]=[CH:35][CH:34]=3)[C:20]([N:22]([CH3:24])[CH3:23])=[O:21])[N:14]=2)[CH:6]=[C:7]([C:9]([F:12])([F:11])[F:10])[CH:8]=1.